From a dataset of Forward reaction prediction with 1.9M reactions from USPTO patents (1976-2016). Predict the product of the given reaction. (1) Given the reactants [N:1]1([CH2:6][CH:7]([C:28]2[S:29][CH:30]=[CH:31][N:32]=2)[O:8][C:9]2[CH:10]=[CH:11][C:12]([CH2:19][CH2:20][C:21]3[CH:26]=[CH:25][C:24]([F:27])=[CH:23][CH:22]=3)=[C:13]([CH:18]=2)[C:14]([O:16]C)=[O:15])[CH:5]=[CH:4][N:3]=[CH:2]1.[OH-].[Na+], predict the reaction product. The product is: [N:1]1([CH2:6][CH:7]([C:28]2[S:29][CH:30]=[CH:31][N:32]=2)[O:8][C:9]2[CH:10]=[CH:11][C:12]([CH2:19][CH2:20][C:21]3[CH:26]=[CH:25][C:24]([F:27])=[CH:23][CH:22]=3)=[C:13]([CH:18]=2)[C:14]([OH:16])=[O:15])[CH:5]=[CH:4][N:3]=[CH:2]1. (2) Given the reactants C(OC(=O)[NH:7][C:8]1[CH:9]=[N:10][CH:11]=[CH:12][C:13]=1[C:14]1[C:15]2[O:24][C:23]([CH2:25][N:26]3[CH2:31][CH2:30][N:29]([S:32]([CH3:35])(=[O:34])=[O:33])[CH2:28][CH2:27]3)=[CH:22][C:16]=2[C:17](=[O:21])[N:18]([CH3:20])[CH:19]=1)(C)(C)C.C(O)(C(F)(F)F)=O, predict the reaction product. The product is: [NH2:7][C:8]1[CH:9]=[N:10][CH:11]=[CH:12][C:13]=1[C:14]1[C:15]2[O:24][C:23]([CH2:25][N:26]3[CH2:27][CH2:28][N:29]([S:32]([CH3:35])(=[O:34])=[O:33])[CH2:30][CH2:31]3)=[CH:22][C:16]=2[C:17](=[O:21])[N:18]([CH3:20])[CH:19]=1. (3) Given the reactants C[Zn]C.Br[C:5]1[CH:6]=[C:7]([F:12])[C:8]([NH2:11])=[N:9][CH:10]=1.Cl[CH2:14]Cl, predict the reaction product. The product is: [F:12][C:7]1[C:8]([NH2:11])=[N:9][CH:10]=[C:5]([CH3:14])[CH:6]=1.